Dataset: Full USPTO retrosynthesis dataset with 1.9M reactions from patents (1976-2016). Task: Predict the reactants needed to synthesize the given product. Given the product [CH2:1]([N:8]1[CH2:12][C@@H:11]([NH:13][CH2:14][C:15]2[CH:20]=[CH:19][C:18]([F:21])=[CH:17][C:16]=2[F:22])[CH2:10][C@H:9]1[C:30]([N:44]1[CH2:45][CH2:46][N:41]([C:37]2[CH:38]=[CH:39][CH:40]=[C:35]([C:34]([F:33])([F:47])[F:48])[CH:36]=2)[CH2:42][CH2:43]1)=[O:31])[C:2]1[CH:7]=[CH:6][CH:5]=[CH:4][CH:3]=1, predict the reactants needed to synthesize it. The reactants are: [CH2:1]([N:8]1[CH2:12][CH:11]([N:13](C(OC(C)(C)C)=O)[CH2:14][C:15]2[CH:20]=[CH:19][C:18]([F:21])=[CH:17][C:16]=2[F:22])[CH2:10][CH:9]1[C:30](O)=[O:31])[C:2]1[CH:7]=[CH:6][CH:5]=[CH:4][CH:3]=1.[F:33][C:34]([F:48])([F:47])[C:35]1[CH:36]=[C:37]([N:41]2[CH2:46][CH2:45][NH:44][CH2:43][CH2:42]2)[CH:38]=[CH:39][CH:40]=1.